Dataset: Reaction yield outcomes from USPTO patents with 853,638 reactions. Task: Predict the reaction yield, written as a fraction of the theoretical maximum amount of product (1.0 means a 100% yield; for example, 0.34 means a 34% yield). (1) The product is [CH:1]1[C:13]2[CH:12]([CH2:14][O:15][C:16]([NH:18][C@@H:19]([CH2:23][C:24]3[C:32]4[C:27](=[CH:28][CH:29]=[CH:30][CH:31]=4)[NH:26][C:25]=3[C:34]3[CH:39]=[CH:38][C:37]([O:40][CH2:41][CH3:42])=[CH:36][CH:35]=3)[C:20]([OH:22])=[O:21])=[O:17])[C:11]3[C:6](=[CH:7][CH:8]=[CH:9][CH:10]=3)[C:5]=2[CH:4]=[CH:3][CH:2]=1. No catalyst specified. The reactants are [CH:1]1[C:13]2[CH:12]([CH2:14][O:15][C:16]([NH:18][C@@H:19]([CH2:23][C:24]3[C:32]4[C:27](=[CH:28][CH:29]=[CH:30][CH:31]=4)[NH:26][CH:25]=3)[C:20]([OH:22])=[O:21])=[O:17])[C:11]3[C:6](=[CH:7][CH:8]=[CH:9][CH:10]=3)[C:5]=2[CH:4]=[CH:3][CH:2]=1.I[C:34]1[CH:39]=[CH:38][C:37]([O:40][CH2:41][CH3:42])=[CH:36][CH:35]=1. The yield is 0.660. (2) The product is [CH3:1][O:2][C:3]1[CH:4]=[C:5]2[C:10](=[CH:11][C:12]=1[O:13][CH3:14])[N:9]=[CH:8][N:7]=[C:6]2[O:15][C:16]1[CH:22]=[CH:21][C:19]([NH:20][C:38](=[O:40])[O:54][CH:52]([C:51]2[CH:55]=[C:56]([F:60])[C:57]([F:59])=[CH:58][C:50]=2[F:49])[CH3:53])=[CH:18][CH:17]=1. The catalyst is C(Cl)Cl. The reactants are [CH3:1][O:2][C:3]1[CH:4]=[C:5]2[C:10](=[CH:11][C:12]=1[O:13][CH3:14])[N:9]=[CH:8][N:7]=[C:6]2[O:15][C:16]1[CH:22]=[CH:21][C:19]([NH2:20])=[CH:18][CH:17]=1.C1(C)C=CC=CC=1.C(N(CC)CC)C.Cl[C:38](Cl)([O:40]C(=O)OC(Cl)(Cl)Cl)Cl.[F:49][C:50]1[CH:58]=[C:57]([F:59])[C:56]([F:60])=[CH:55][C:51]=1[CH:52]([OH:54])[CH3:53]. The yield is 0.320. (3) The reactants are C(NC(C)C)(C)C.C([Li])CCC.[CH3:13][S:14][C:15]1[CH:20]=[CH:19][C:18]([CH2:21][C:22]([OH:24])=[O:23])=[CH:17][CH:16]=1.I[CH2:26][CH:27]1[CH2:31][CH2:30][CH2:29][CH2:28]1. The catalyst is O1CCCC1.CN1CCCN(C)C1=O. The product is [CH:27]1([CH2:26][CH:21]([C:18]2[CH:17]=[CH:16][C:15]([S:14][CH3:13])=[CH:20][CH:19]=2)[C:22]([OH:24])=[O:23])[CH2:31][CH2:30][CH2:29][CH2:28]1. The yield is 0.350. (4) The yield is 0.950. The reactants are [O:1]1[CH2:6][CH2:5][CH2:4][O:3][CH:2]1[C:7]1[CH:16]=[CH:15][C:10]([C:11]([O:13]C)=[O:12])=[C:9]([F:17])[CH:8]=1.[OH-].[Li+].CO. The catalyst is O1CCCC1.O. The product is [O:1]1[CH2:6][CH2:5][CH2:4][O:3][CH:2]1[C:7]1[CH:16]=[CH:15][C:10]([C:11]([OH:13])=[O:12])=[C:9]([F:17])[CH:8]=1. (5) The reactants are [F:1][C:2]1[CH:3]=[CH:4][C:5]2[N:6]([C:8]([C:11]3[N:16]=[C:15]4[N:17]([CH:21]5[CH2:26][CH2:25][N:24](C(OC(C)(C)C)=O)[CH2:23][CH2:22]5)[C:18](=[O:20])[NH:19][C:14]4=[CH:13][CH:12]=3)=[CH:9][N:10]=2)[CH:7]=1. The catalyst is Cl. The product is [F:1][C:2]1[CH:3]=[CH:4][C:5]2[N:6]([C:8]([C:11]3[N:16]=[C:15]4[N:17]([CH:21]5[CH2:26][CH2:25][NH:24][CH2:23][CH2:22]5)[C:18](=[O:20])[NH:19][C:14]4=[CH:13][CH:12]=3)=[CH:9][N:10]=2)[CH:7]=1. The yield is 0.730. (6) The reactants are [C:1](Cl)(=[O:4])[CH:2]=[CH2:3].[CH3:6][NH:7][CH2:8][C:9]1[C:17]2[C:12](=[CH:13][CH:14]=[CH:15][CH:16]=2)[NH:11][CH:10]=1.CCN(CC)CC. The catalyst is C(Cl)Cl. The product is [NH:11]1[C:12]2[C:17](=[CH:16][CH:15]=[CH:14][CH:13]=2)[C:9]([CH2:8][N:7]([CH3:6])[C:1](=[O:4])[CH:2]=[CH2:3])=[CH:10]1. The yield is 0.800.